Dataset: Reaction yield outcomes from USPTO patents with 853,638 reactions. Task: Predict the reaction yield, written as a fraction of the theoretical maximum amount of product (1.0 means a 100% yield; for example, 0.34 means a 34% yield). The reactants are [CH:1]([O-])=O.[CH3:4][N:5]1[C:9]([CH2:10][C:11]2[CH:16]=[CH:15][N:14]=[C:13]([N:17]3[CH2:22][CH2:21][NH2+:20][CH2:19][CH2:18]3)[CH:12]=2)=[N:8][C:7]([C:23]2[O:27][N:26]=[C:25]([C:28]3[CH:33]=[CH:32][C:31]([O:34][C:35]([F:38])([F:37])[F:36])=[CH:30][CH:29]=3)[N:24]=2)=[N:6]1.C=O.[BH3-]C#N.[Na+]. The catalyst is CCO. The product is [CH3:4][N:5]1[C:9]([CH2:10][C:11]2[CH:16]=[CH:15][N:14]=[C:13]([N:17]3[CH2:22][CH2:21][N:20]([CH3:1])[CH2:19][CH2:18]3)[CH:12]=2)=[N:8][C:7]([C:23]2[O:27][N:26]=[C:25]([C:28]3[CH:29]=[CH:30][C:31]([O:34][C:35]([F:38])([F:37])[F:36])=[CH:32][CH:33]=3)[N:24]=2)=[N:6]1. The yield is 0.500.